Predict which catalyst facilitates the given reaction. From a dataset of Catalyst prediction with 721,799 reactions and 888 catalyst types from USPTO. (1) Product: [F:25][C:23]1[CH:22]=[C:21]([F:26])[CH:20]=[C:19]2[C:24]=1[C:15]([NH:14][C:3]1[CH:4]=[C:5]([N:8]3[CH2:13][CH2:12][O:11][CH2:10][CH2:9]3)[N:6]=[CH:7][C:2]=1[C:42]1[CH:41]=[CH:40][C:39]([NH:38][S:35]([CH3:34])(=[O:36])=[O:37])=[CH:44][CH:43]=1)=[C:16]([CH3:33])[C:17]([C:27]1[CH:32]=[CH:31][CH:30]=[CH:29][N:28]=1)=[N:18]2. The catalyst class is: 552. Reactant: Br[C:2]1[C:3]([NH:14][C:15]2[C:24]3[C:19](=[CH:20][C:21]([F:26])=[CH:22][C:23]=3[F:25])[N:18]=[C:17]([C:27]3[CH:32]=[CH:31][CH:30]=[CH:29][N:28]=3)[C:16]=2[CH3:33])=[CH:4][C:5]([N:8]2[CH2:13][CH2:12][O:11][CH2:10][CH2:9]2)=[N:6][CH:7]=1.[CH3:34][S:35]([NH:38][C:39]1[CH:44]=[CH:43][C:42](B(O)O)=[CH:41][CH:40]=1)(=[O:37])=[O:36].C1(P(C2CCCCC2)C2CCCCC2)CCCCC1.[O-]P([O-])([O-])=O.[K+].[K+].[K+]. (2) Reactant: [C:1]([C:5]1[O:9][N:8]=[C:7]([NH:10][C:11](=[O:26])[C:12]([S:15]([C:18]2[CH:23]=[CH:22][C:21]([O:24]C)=[CH:20][CH:19]=2)(=[O:17])=[O:16])([CH3:14])[CH3:13])[CH:6]=1)([CH3:4])([CH3:3])[CH3:2].B(Br)(Br)Br.C([O-])(O)=O.[Na+]. Product: [C:1]([C:5]1[O:9][N:8]=[C:7]([NH:10][C:11](=[O:26])[C:12]([S:15]([C:18]2[CH:19]=[CH:20][C:21]([OH:24])=[CH:22][CH:23]=2)(=[O:17])=[O:16])([CH3:14])[CH3:13])[CH:6]=1)([CH3:2])([CH3:3])[CH3:4]. The catalyst class is: 2. (3) Reactant: [CH:1]12[CH2:7][CH:4]([CH2:5][CH2:6]1)[CH:3]=[CH:2]2.[CH2:8]=[CH:9][C:10]1[CH:15]=[CH:14][CH:13]=[CH:12][CH:11]=1.[C:16]([O:20][CH3:21])(=[O:19])[CH:17]=[CH2:18].CC(N=NC(C#N)(C)C)(C#N)C.CC[Al](Cl)CC.CC[Al](Cl)Cl.Cl.CO. Product: [CH:1]12[CH2:7][CH:4]([CH2:5][CH2:6]1)[CH:3]=[CH:2]2.[CH2:8]=[CH:9][C:10]1[CH:15]=[CH:14][CH:13]=[CH:12][CH:11]=1.[C:16]([O:20][CH3:21])(=[O:19])[CH:17]=[CH2:18]. The catalyst class is: 11. (4) Reactant: [F:1][C:2]([F:20])([F:19])[C:3]1[CH:4]=C([CH:12]=[C:13]([C:15]([F:18])([F:17])[F:16])[CH:14]=1)CNCC(O)=O.[Cl:21][C:22]1[CH:29]=CC(NC)=C[CH:23]=1.[OH2:30].[OH:31][N:32]1C2C=CC=CC=2N=N1.Cl.CN(C)CCCN=C=NCC.[CH:53]([N:56]([CH2:60][CH3:61])[CH:57]([CH3:59])[CH3:58])(C)C.C([O:65][CH2:66][CH3:67])(=O)C. Product: [Cl:21][C:22]1[CH:29]=[CH:59][C:57]([N:56]([CH3:53])[C:60](=[O:30])[CH2:61][O:31][NH:32][C:66](=[O:65])[C:67]2[CH:12]=[C:13]([C:15]([F:16])([F:17])[F:18])[CH:14]=[C:3]([C:2]([F:1])([F:19])[F:20])[CH:4]=2)=[CH:58][CH:23]=1. The catalyst class is: 1. (5) Product: [C:23]1([C:29]([C:31]2[CH:32]=[CH:33][CH:34]=[CH:35][CH:36]=2)=[N:11][C:9]2[CH:10]=[C:5]3[CH:4]=[N:3][N:2]([CH3:1])[C:6]3=[N:7][CH:8]=2)[CH:28]=[CH:27][CH:26]=[CH:25][CH:24]=1. The catalyst class is: 11. Reactant: [CH3:1][N:2]1[C:6]2=[N:7][CH:8]=[C:9]([NH2:11])[CH:10]=[C:5]2[CH:4]=[N:3]1.BrC1C=C2C=NN(C)C2=NC=1.[C:23]1([C:29]([C:31]2[CH:36]=[CH:35][CH:34]=[CH:33][CH:32]=2)=N)[CH:28]=[CH:27][CH:26]=[CH:25][CH:24]=1.C1C=CC(P(C2C=CC3C(=CC=CC=3)C=2C2C3C(=CC=CC=3)C=CC=2P(C2C=CC=CC=2)C2C=CC=CC=2)C2C=CC=CC=2)=CC=1.CC(C)([O-])C.[Na+]. (6) Reactant: [CH3:1][CH:2]([CH2:4][CH2:5][CH2:6][C@H:7]([C@@H:9]1[C@:27]2([CH3:28])[C@H:12]([C@H:13]3[C@H:24]([CH2:25][CH2:26]2)[C@:22]2([CH3:23])[C:16]([CH2:17][C@H:18]([CH2:20][CH2:21]2)[OH:19])=[CH:15][CH2:14]3)[CH2:11][CH2:10]1)[CH3:8])[CH3:3].[CH2:29]([NH2:32])[CH2:30]N.C1[CH:38]=[C:37]([S:39][S:40]C2N=CC=CC=2)N=CC=1.[CH:47]([N:50](C(C)C)CC)(C)[CH3:48].[NH:56]=C1CCCS1.CC(CCC[C@H]([C@@H]1[C@]2(C)[C@H]([C@H]3[C@H](CC2)[C@]2(C)C(C[C@H](CC2)O)=CC3)CC1)C)C.C(N)CN.C1C=C(SSC2N=CC=CC=2)N=CC=1. Product: [CH3:3][CH:2]([CH2:4][CH2:5][CH2:6][C@H:7]([C@@H:9]1[C@:27]2([CH3:28])[C@H:12]([C@H:13]3[C@H:24]([CH2:25][CH2:26]2)[C@:22]2([CH3:23])[C:16]([CH2:17][C@H:18]([CH2:20][CH2:21]2)[OH:19])=[CH:15][CH2:14]3)[CH2:11][CH2:10]1)[CH3:8])[CH3:1].[CH2:47]([NH:50][C:29]([CH2:30][CH2:38][CH2:37][S:39][S:40][C:24]1[CH:25]=[CH:26][CH:27]=[CH:28][N:56]=1)=[NH:32])[CH3:48]. The catalyst class is: 61.